Dataset: Forward reaction prediction with 1.9M reactions from USPTO patents (1976-2016). Task: Predict the product of the given reaction. (1) Given the reactants [CH2:1]([C:3]1[C:12]2[C:7](=[CH:8][C:9]([O:15][CH3:16])=[C:10]([O:13][CH3:14])[CH:11]=2)[CH:6]=[C:5]([OH:17])[N:4]=1)[CH3:2].Cl.Cl[CH2:20][C:21]1[C:22]([NH:36][CH2:37][CH2:38][NH:39][C:40](=[O:42])[CH3:41])=[N:23][C:24]2[C:29]([CH:30]=1)=[CH:28][C:27]([O:31][CH2:32][CH:33]1[CH2:35][CH2:34]1)=[CH:26][CH:25]=2.[Li+].[OH-], predict the reaction product. The product is: [CH:33]1([CH2:32][O:31][C:27]2[CH:28]=[C:29]3[C:24](=[CH:25][CH:26]=2)[N:23]=[C:22]([NH:36][CH2:37][CH2:38][NH:39][C:40](=[O:42])[CH3:41])[C:21]([CH2:20][C:6]2[C:7]4[C:12](=[CH:11][C:10]([O:13][CH3:14])=[C:9]([O:15][CH3:16])[CH:8]=4)[C:3]([CH2:1][CH3:2])=[N:4][C:5]=2[OH:17])=[CH:30]3)[CH2:34][CH2:35]1. (2) Given the reactants [N+:1]([C:4]1[CH:5]=[C:6]([C:10]([C:12]2[N:13]=[CH:14][N:15]([C:17]([O:19][C:20]([CH3:23])([CH3:22])[CH3:21])=[O:18])[CH:16]=2)=[CH2:11])[CH:7]=[CH:8][CH:9]=1)([O-])=O, predict the reaction product. The product is: [NH2:1][C:4]1[CH:5]=[C:6]([CH:10]([C:12]2[N:13]=[CH:14][N:15]([C:17]([O:19][C:20]([CH3:21])([CH3:23])[CH3:22])=[O:18])[CH:16]=2)[CH3:11])[CH:7]=[CH:8][CH:9]=1. (3) Given the reactants [Br:1][C:2]1[CH:3]=C(OC)C(OC)=[CH:6][CH:7]=1.B(Br)(Br)Br.[OH-].[Na+].[CH3:18][O:19][C:20]([O:23][CH3:24])([CH3:22])[CH3:21].O=P12OP3(OP(OP(O3)(O1)=O)(=O)O2)=O, predict the reaction product. The product is: [Br:1][C:2]1[CH:7]=[CH:6][C:18]2[O:19][C:20]([CH3:22])([CH3:21])[O:23][C:24]=2[CH:3]=1. (4) The product is: [Br:1][C:2]1[CH:10]=[C:9]2[C:5]([C:6]3[CH2:12][CH2:13][N:14]4[CH:16]([CH2:17][CH2:18][CH2:19]4)[C:7]=3[N:8]2[CH3:11])=[CH:4][CH:3]=1. Given the reactants [Br:1][C:2]1[CH:10]=[C:9]2[C:5]([C:6]([CH2:12][CH2:13][NH2:14])=[CH:7][N:8]2[CH3:11])=[CH:4][CH:3]=1.Br[CH2:16][CH2:17][CH2:18][C:19](Cl)=O.CCN(CC)CC.O=P(Cl)(Cl)Cl.[BH4-].[Na+], predict the reaction product. (5) Given the reactants [H-].[Na+].[N:3]1[N:4]=[CH:5][N:6]([NH:8][C:9]2[CH:16]=[CH:15][C:12]([C:13]#[N:14])=[CH:11][CH:10]=2)[CH:7]=1.[CH2:17]([O:24][C:25]1[CH:30]=[CH:29][C:28]([CH2:31]Br)=[CH:27][C:26]=1[Cl:33])[C:18]1[CH:23]=[CH:22][CH:21]=[CH:20][CH:19]=1.C(OCC)(=O)C, predict the reaction product. The product is: [CH2:17]([O:24][C:25]1[CH:30]=[CH:29][C:28]([CH2:31][N:8]([N:6]2[CH:5]=[N:4][N:3]=[CH:7]2)[C:9]2[CH:10]=[CH:11][C:12]([C:13]#[N:14])=[CH:15][CH:16]=2)=[CH:27][C:26]=1[Cl:33])[C:18]1[CH:19]=[CH:20][CH:21]=[CH:22][CH:23]=1. (6) Given the reactants [Cl:1][C:2]1[NH:10][C:9]2[C:8](=[O:11])[N:7]([CH2:12][CH2:13][CH2:14][C:15]3[CH:20]=[CH:19][CH:18]=[C:17]([O:21]C)[CH:16]=3)[C:6](=[O:23])[N:5]([CH2:24][CH2:25][CH2:26][CH2:27][CH3:28])[C:4]=2[N:3]=1, predict the reaction product. The product is: [Cl:1][C:2]1[NH:10][C:9]2[C:8](=[O:11])[N:7]([CH2:12][CH2:13][CH2:14][C:15]3[CH:20]=[CH:19][CH:18]=[C:17]([OH:21])[CH:16]=3)[C:6](=[O:23])[N:5]([CH2:24][CH2:25][CH2:26][CH2:27][CH3:28])[C:4]=2[N:3]=1. (7) Given the reactants [Br:1][C:2]1[CH:3]=[N:4][C:5](Cl)=[N:6][CH:7]=1.C(N(C(C)C)CC)(C)C.[NH:18]1[CH2:23][CH2:22][O:21][CH2:20][CH2:19]1, predict the reaction product. The product is: [Br:1][C:2]1[CH:3]=[N:4][C:5]([N:18]2[CH2:23][CH2:22][O:21][CH2:20][CH2:19]2)=[N:6][CH:7]=1. (8) Given the reactants [NH2:1][CH:2]([CH2:18][C:19]1[CH:24]=[C:23]([F:25])[CH:22]=[C:21]([F:26])[CH:20]=1)[CH:3]([OH:17])[CH2:4][NH:5][C:6]1([C:9]2[CH:14]=[CH:13][CH:12]=[C:11]([CH2:15][CH3:16])[CH:10]=2)[CH2:8][CH2:7]1.[C:27]1(=[O:33])[O:32][C:30](=[O:31])[CH2:29][CH2:28]1, predict the reaction product. The product is: [F:26][C:21]1[CH:20]=[C:19]([CH:24]=[C:23]([F:25])[CH:22]=1)[CH2:18][C@H:2]([NH:1][C:27](=[O:33])[CH2:28][CH2:29][C:30]([OH:32])=[O:31])[C@H:3]([OH:17])[CH2:4][NH:5][C:6]1([C:9]2[CH:14]=[CH:13][CH:12]=[C:11]([CH2:15][CH3:16])[CH:10]=2)[CH2:8][CH2:7]1. (9) The product is: [NH2:1][C:2]1[C:3]2[C:10]([C:11]([C:13]3[CH:18]=[CH:17][CH:16]=[C:15]([NH2:19])[CH:14]=3)=[O:12])=[CH:9][N:8]([CH:22]3[CH2:23][CH2:24][CH2:25][CH2:26]3)[C:4]=2[N:5]=[CH:6][N:7]=1. Given the reactants [NH2:1][C:2]1[C:3]2[C:10]([C:11]([C:13]3[CH:18]=[CH:17][CH:16]=[C:15]([N+:19]([O-])=O)[CH:14]=3)=[O:12])=[CH:9][N:8]([CH:22]3[CH2:26][CH2:25][CH2:24][CH2:23]3)[C:4]=2[N:5]=[CH:6][N:7]=1.[NH4+].[Cl-].O, predict the reaction product. (10) Given the reactants Br[C:2]1[CH:8]=[CH:7][C:6]([C:9]([F:12])([F:11])[F:10])=[CH:5][C:3]=1[NH2:4].[C:13]([O:17][CH3:18])(=[O:16])[CH:14]=[CH2:15].CC1C=CC=CC=1P(C1C=CC=CC=1C)C1C=CC=CC=1C.C(N(CC)CC)C, predict the reaction product. The product is: [NH2:4][C:3]1[CH:5]=[C:6]([C:9]([F:12])([F:11])[F:10])[CH:7]=[CH:8][C:2]=1/[CH:15]=[CH:14]/[C:13]([O:17][CH3:18])=[O:16].